This data is from NCI-60 drug combinations with 297,098 pairs across 59 cell lines. The task is: Regression. Given two drug SMILES strings and cell line genomic features, predict the synergy score measuring deviation from expected non-interaction effect. Drug 1: CCC1(CC2CC(C3=C(CCN(C2)C1)C4=CC=CC=C4N3)(C5=C(C=C6C(=C5)C78CCN9C7C(C=CC9)(C(C(C8N6C)(C(=O)OC)O)OC(=O)C)CC)OC)C(=O)OC)O.OS(=O)(=O)O. Drug 2: C1C(C(OC1N2C=NC(=NC2=O)N)CO)O. Cell line: NCIH23. Synergy scores: CSS=6.47, Synergy_ZIP=-3.41, Synergy_Bliss=-5.41, Synergy_Loewe=-2.95, Synergy_HSA=-3.62.